This data is from Full USPTO retrosynthesis dataset with 1.9M reactions from patents (1976-2016). The task is: Predict the reactants needed to synthesize the given product. (1) Given the product [CH3:1][O:2][C:3]1[CH:4]=[CH:5][C:6]([CH2:7][O:8][N:9]=[CH:10][C:11]([NH:21][CH2:18][CH2:19][CH3:20])=[O:13])=[CH:16][CH:17]=1, predict the reactants needed to synthesize it. The reactants are: [CH3:1][O:2][C:3]1[CH:17]=[CH:16][C:6]([CH2:7][O:8][N:9]=[CH:10][C:11]([O:13]CC)=O)=[CH:5][CH:4]=1.[CH2:18]([NH2:21])[CH2:19][CH3:20]. (2) Given the product [F:1][C:2]1[CH:11]=[CH:10][CH:9]=[C:8]2[C:3]=1[N:4]=[C:5]([C:21]([C:31]1[C:32](=[O:36])[CH2:33][CH2:34][CH2:35][C:30]=1[OH:37])=[O:23])[C:6](=[O:20])[N:7]2[C:12]1[CH:13]=[CH:14][C:15]([O:18][CH3:19])=[CH:16][CH:17]=1, predict the reactants needed to synthesize it. The reactants are: [F:1][C:2]1[CH:11]=[CH:10][CH:9]=[C:8]2[C:3]=1[N:4]=[C:5]([C:21]([OH:23])=O)[C:6](=[O:20])[N:7]2[C:12]1[CH:17]=[CH:16][C:15]([O:18][CH3:19])=[CH:14][CH:13]=1.C(Cl)(=O)C(Cl)=O.[C:30]1(=[O:37])[CH2:35][CH2:34][CH2:33][C:32](=[O:36])[CH2:31]1.C(N(CC)CC)C.CC(C)(O)C#N. (3) Given the product [Cl:17][C:18]1[CH:23]=[CH:22][CH:21]=[C:20]2[C:19]=1[NH:24][C:2]([CH3:15])=[C:3]2[S:4][C:5]1[CH:6]=[C:7]([CH2:11][C:12]([OH:14])=[O:13])[CH:8]=[CH:9][CH:10]=1, predict the reactants needed to synthesize it. The reactants are: O=[C:2]([CH3:15])[CH2:3][S:4][C:5]1[CH:6]=[C:7]([CH2:11][C:12]([OH:14])=[O:13])[CH:8]=[CH:9][CH:10]=1.Cl.[Cl:17][C:18]1[CH:23]=[CH:22][CH:21]=[CH:20][C:19]=1[NH:24]N. (4) Given the product [CH:1]1([CH:7]([OH:27])/[CH:8]=[CH:9]/[C@H:10]2[CH2:14][CH2:13][C:12](=[O:15])[N:11]2[CH2:16][CH2:17][CH2:18][CH2:19][CH2:20][CH2:21][C:22]([OH:24])=[O:23])[CH2:2][CH2:3][CH2:4][CH2:5][CH2:6]1, predict the reactants needed to synthesize it. The reactants are: [CH:1]1([CH:7]([OH:27])/[CH:8]=[CH:9]/[C@H:10]2[CH2:14][CH2:13][C:12](=[O:15])[N:11]2[CH2:16][CH2:17][CH2:18][CH2:19][CH2:20][CH2:21][C:22]([O:24]CC)=[O:23])[CH2:6][CH2:5][CH2:4][CH2:3][CH2:2]1.[Li+].[OH-]. (5) Given the product [Br:15][C:16]1[CH:17]=[C:18]([N+:23]([O-:25])=[O:24])[C:19]([NH:1][CH:2]2[CH2:3][CH2:4][N:5]([C:8]([O:10][C:11]([CH3:14])([CH3:13])[CH3:12])=[O:9])[CH2:6][CH2:7]2)=[N:20][CH:21]=1, predict the reactants needed to synthesize it. The reactants are: [NH2:1][CH:2]1[CH2:7][CH2:6][N:5]([C:8]([O:10][C:11]([CH3:14])([CH3:13])[CH3:12])=[O:9])[CH2:4][CH2:3]1.[Br:15][C:16]1[CH:17]=[C:18]([N+:23]([O-:25])=[O:24])[C:19](Cl)=[N:20][CH:21]=1.CCN(C(C)C)C(C)C.O. (6) Given the product [CH2:21]([N:23]1[CH2:28][CH2:27][N:26]([C:16]([C@@H:14]2[CH2:15][C@H:12]([NH:11][C:9](=[O:10])[O:8][CH2:1][C:2]3[CH:3]=[CH:4][CH:5]=[CH:6][CH:7]=3)[C:13]2([CH3:20])[CH3:19])=[O:18])[CH2:25][CH2:24]1)[CH3:22], predict the reactants needed to synthesize it. The reactants are: [CH2:1]([O:8][C:9]([NH:11][C@H:12]1[CH2:15][C@@H:14]([C:16]([OH:18])=O)[C:13]1([CH3:20])[CH3:19])=[O:10])[C:2]1[CH:7]=[CH:6][CH:5]=[CH:4][CH:3]=1.[CH2:21]([N:23]1[CH2:28][CH2:27][NH:26][CH2:25][CH2:24]1)[CH3:22].C1C=CC2N(O)N=NC=2C=1.CCN=C=NCCCN(C)C.